From a dataset of Forward reaction prediction with 1.9M reactions from USPTO patents (1976-2016). Predict the product of the given reaction. (1) Given the reactants [CH3:1][CH:2]([NH:4][C:5]([N:7]1[C:12](=[O:13])[N:11]([C:14]2[CH:15]=[C:16]([Cl:21])[CH:17]=[C:18]([Cl:20])[CH:19]=2)[C:9](=[O:10])[CH2:8]1)=[O:6])[CH3:3].C(S([O-])(=O)=[O:35])CCCCCCCCCCC.[Na+].S([O-])([O-])(=O)=O.[NH4+].[NH4+].C(=O)([O-])[O-].[Ca+2], predict the reaction product. The product is: [CH3:3][CH:2]([NH:4][C:5]([N:7]1[C:12](=[O:13])[N:11]([C:14]2[CH:19]=[C:18]([Cl:20])[CH:17]=[C:16]([Cl:21])[CH:15]=2)[C:9](=[O:10])[CH2:8]1)=[O:6])[CH3:1].[OH2:35]. (2) Given the reactants [CH3:1][O:2][C:3](=[O:21])[C:4]1[CH:9]=[C:8]([N:10]2[CH2:14][CH2:13][CH2:12][C:11]2=[O:15])[CH:7]=[C:6]([O:16][CH2:17][CH2:18][CH2:19][OH:20])[CH:5]=1.[CH3:22]N(C1C2C(N(C)C)=CC=CC=2C=CC=1)C.F[B-](F)(F)F.C[O+](C)C, predict the reaction product. The product is: [CH3:1][O:2][C:3](=[O:21])[C:4]1[CH:9]=[C:8]([N:10]2[CH2:14][CH2:13][CH2:12][C:11]2=[O:15])[CH:7]=[C:6]([O:16][CH2:17][CH2:18][CH2:19][O:20][CH3:22])[CH:5]=1. (3) Given the reactants [CH:1]1([NH:4][C:5]([C:7]2[CH:12]=[CH:11][C:10]([C:13]3[N:14]=[C:15]([NH:18][C:19]([C@H:21]4[NH:25][CH2:24][CH2:23][S:22]4)=[O:20])[S:16][CH:17]=3)=[CH:9][CH:8]=2)=[O:6])[CH2:3][CH2:2]1.CCN(C(C)C)C(C)C.Cl[C:36]([O:38][CH2:39][C:40]1[CH:45]=[CH:44][CH:43]=[CH:42][CH:41]=1)=[O:37], predict the reaction product. The product is: [CH2:39]([O:38][C:36]([N:25]1[CH2:24][CH2:23][S:22][C@H:21]1[C:19](=[O:20])[NH:18][C:15]1[S:16][CH:17]=[C:13]([C:10]2[CH:9]=[CH:8][C:7]([C:5](=[O:6])[NH:4][CH:1]3[CH2:3][CH2:2]3)=[CH:12][CH:11]=2)[N:14]=1)=[O:37])[C:40]1[CH:45]=[CH:44][CH:43]=[CH:42][CH:41]=1.